Dataset: Forward reaction prediction with 1.9M reactions from USPTO patents (1976-2016). Task: Predict the product of the given reaction. Given the reactants [Br:1][C:2]1[C:3]([F:27])=[C:4]2[C:24](=[CH:25][CH:26]=1)[C:8]1[NH:9][C:10]([C@@H:12]3[CH2:16][CH2:15][CH2:14][N:13]3[C:17](OC(C)(C)C)=[O:18])=[N:11][C:7]=1[CH:6]=[CH:5]2.Cl.[CH3:29][O:30][C:31]([NH:33][C@@H:34]([CH:38]([CH3:40])[CH3:39])C(O)=O)=[O:32].CN(C(ON1N=NC2C=CC=NC1=2)=[N+](C)C)C.F[P-](F)(F)(F)(F)F.CCN(C(C)C)C(C)C, predict the reaction product. The product is: [Br:1][C:2]1[C:3]([F:27])=[C:4]2[C:24](=[CH:25][CH:26]=1)[C:8]1[NH:9][C:10]([C@@H:12]3[CH2:16][CH2:15][CH2:14][N:13]3[C:17](=[O:18])[C@@H:34]([NH:33][C:31](=[O:32])[O:30][CH3:29])[CH:38]([CH3:40])[CH3:39])=[N:11][C:7]=1[CH:6]=[CH:5]2.